This data is from Forward reaction prediction with 1.9M reactions from USPTO patents (1976-2016). The task is: Predict the product of the given reaction. (1) The product is: [Cl:3][C:4]1[N:5]=[C:6]2[N:14]([CH2:21][C:22](=[O:23])[C:24]3[CH:25]=[N:26][CH:27]=[CH:28][CH:29]=3)[C@H:13]([C:15]([F:16])([F:17])[F:18])[CH2:12][CH2:11][N:7]2[C:8](=[O:10])[CH:9]=1. Given the reactants [H-].[Na+].[Cl:3][C:4]1[N:5]=[C:6]2[NH:14][C@H:13]([C:15]([F:18])([F:17])[F:16])[CH2:12][CH2:11][N:7]2[C:8](=[O:10])[CH:9]=1.Br.Br[CH2:21][C:22]([C:24]1[CH:25]=[N:26][CH:27]=[CH:28][CH:29]=1)=[O:23], predict the reaction product. (2) Given the reactants [CH2:1]([O:3][C:4]1[CH:5]=[C:6]([CH:12]([N:17]2[C:25](=[O:26])[C:24]3[C:19](=[CH:20][CH:21]=[CH:22][C:23]=3[NH:27][C:28](=[O:32])[CH:29]([CH3:31])[CH3:30])[CH2:18]2)[CH2:13][CH2:14][NH:15][OH:16])[CH:7]=[CH:8][C:9]=1[O:10][CH3:11])[CH3:2].[CH:33](OCC(F)(F)F)=[O:34], predict the reaction product. The product is: [CH2:1]([O:3][C:4]1[CH:5]=[C:6]([C@H:12]([N:17]2[C:25](=[O:26])[C:24]3[C:19](=[CH:20][CH:21]=[CH:22][C:23]=3[NH:27][C:28](=[O:32])[CH:29]([CH3:31])[CH3:30])[CH2:18]2)[CH2:13][CH2:14][N:15]([CH:33]=[O:34])[OH:16])[CH:7]=[CH:8][C:9]=1[O:10][CH3:11])[CH3:2]. (3) Given the reactants C([BH3-])#N.[Na+].[C:5]([O:9][C:10]([N:12]1[CH2:17][CH2:16][C:15](=O)[CH2:14][CH2:13]1)=[O:11])([CH3:8])([CH3:7])[CH3:6].[CH3:19][C@H:20]1[NH:24][C@H:23]([CH3:25])[CH2:22][CH2:21]1.C(=O)(O)[O-].[Na+], predict the reaction product. The product is: [CH3:25][C@@H:23]1[CH2:22][CH2:21][C@@H:20]([CH3:19])[N:24]1[CH:15]1[CH2:16][CH2:17][N:12]([C:10]([O:9][C:5]([CH3:8])([CH3:7])[CH3:6])=[O:11])[CH2:13][CH2:14]1.